This data is from Catalyst prediction with 721,799 reactions and 888 catalyst types from USPTO. The task is: Predict which catalyst facilitates the given reaction. (1) Reactant: [O:1]=[C:2]1[CH2:10][C:9]2[C:4](=[CH:5][CH:6]=[C:7]([S:11]([NH2:14])(=[O:13])=[O:12])[CH:8]=2)[NH:3]1.[N:15]1([CH2:21][CH2:22][O:23][C:24]2[CH:25]=[C:26]3[C:30](=[CH:31][CH:32]=2)[NH:29][C:28]([CH:33]=O)=[CH:27]3)[CH2:20][CH2:19][O:18][CH2:17][CH2:16]1.N1CCCCC1. Product: [N:15]1([CH2:21][CH2:22][O:23][C:24]2[CH:25]=[C:26]3[C:30](=[CH:31][CH:32]=2)[NH:29][C:28]([CH:33]=[C:10]2[C:9]4[C:4](=[CH:5][CH:6]=[C:7]([S:11]([NH2:14])(=[O:12])=[O:13])[CH:8]=4)[NH:3][C:2]2=[O:1])=[CH:27]3)[CH2:16][CH2:17][O:18][CH2:19][CH2:20]1. The catalyst class is: 8. (2) Reactant: [Si:1](Cl)([C:4]([CH3:7])([CH3:6])[CH3:5])([CH3:3])[CH3:2].[CH2:9]([CH2:11][NH2:12])[OH:10].C(N(CC)CC)C. Product: [Si:1]([O:10][CH2:9][CH2:11][NH2:12])([C:4]([CH3:7])([CH3:6])[CH3:5])([CH3:3])[CH3:2]. The catalyst class is: 4. (3) Reactant: C(OCC)C.[CH3:6][S:7]([OH:10])(=[O:9])=[O:8].[NH2:11][C:12]1[C:13]2[C:14]3[C:15](=[N:27][N:28]([CH2:30][C:31]4[C:36]([Cl:37])=[C:35]([O:38][CH3:39])[C:34]([CH3:40])=[CH:33][N:32]=4)[N:29]=2)[CH:16]=[C:17]([CH2:22][C:23]([NH:25][CH3:26])=[O:24])[C:18]=3[CH2:19][S:20][N:21]=1. Product: [CH3:6][S:7]([OH:10])(=[O:9])=[O:8].[NH2:11][C:12]1[C:13]2[C:14]3[C:15](=[N:27][N:28]([CH2:30][C:31]4[C:36]([Cl:37])=[C:35]([O:38][CH3:39])[C:34]([CH3:40])=[CH:33][N:32]=4)[N:29]=2)[CH:16]=[C:17]([CH2:22][C:23]([NH:25][CH3:26])=[O:24])[C:18]=3[CH2:19][S:20][N:21]=1. The catalyst class is: 10. (4) Reactant: [Cl-].O[NH3+:3].[C:4](=[O:7])([O-])[OH:5].[Na+].CS(C)=O.[CH3:13][C:14]1[CH:19]=[C:18]([CH3:20])[N:17]=[C:16]([O:21][C:22]2[C:27](=[O:28])[N:26]([CH2:29][C:30]3[CH:35]=[CH:34][C:33]([C:36]4[C:37]([C:42]#[N:43])=[CH:38][CH:39]=[CH:40][CH:41]=4)=[CH:32][CH:31]=3)[C:25]([CH2:44][CH2:45][CH3:46])=[N:24][C:23]=2[CH2:47][CH3:48])[CH:15]=1. Product: [CH3:13][C:14]1[CH:19]=[C:18]([CH3:20])[N:17]=[C:16]([O:21][C:22]2[C:27](=[O:28])[N:26]([CH2:29][C:30]3[CH:35]=[CH:34][C:33]([C:36]4[CH:41]=[CH:40][CH:39]=[CH:38][C:37]=4[C:42]4[NH:3][C:4](=[O:7])[O:5][N:43]=4)=[CH:32][CH:31]=3)[C:25]([CH2:44][CH2:45][CH3:46])=[N:24][C:23]=2[CH2:47][CH3:48])[CH:15]=1. The catalyst class is: 13. (5) Reactant: CS([O:5][C@H:6]1[C@H:11]([F:12])[CH2:10][CH2:9][CH2:8][C@@H:7]1[O:13][CH2:14][C:15]1[CH:20]=[CH:19][CH:18]=[CH:17][CH:16]=1)(=O)=O.[CH2:21]1OCCOCCOCCOCCOCC[O:23][CH2:22]1. Product: [C:22]([O:5][C@@H:6]1[C@H:11]([F:12])[CH2:10][CH2:9][CH2:8][C@@H:7]1[O:13][CH2:14][C:15]1[CH:20]=[CH:19][CH:18]=[CH:17][CH:16]=1)(=[O:23])[CH3:21]. The catalyst class is: 31. (6) Reactant: Cl[C:2]([O:4][CH3:5])=[O:3].[C:6]([C:10]1[CH:15]=[C:14]([C:16]([CH3:19])([CH3:18])[CH3:17])[CH:13]=[CH:12][C:11]=1[OH:20])([CH3:9])([CH3:8])[CH3:7].CCN(CC)CC. Product: [CH3:5][O:4][C:2](=[O:3])[O:20][C:11]1[CH:12]=[CH:13][C:14]([C:16]([CH3:19])([CH3:18])[CH3:17])=[CH:15][C:10]=1[C:6]([CH3:9])([CH3:8])[CH3:7]. The catalyst class is: 166.